Dataset: Reaction yield outcomes from USPTO patents with 853,638 reactions. Task: Predict the reaction yield, written as a fraction of the theoretical maximum amount of product (1.0 means a 100% yield; for example, 0.34 means a 34% yield). (1) The reactants are [CH2:1]([N:3]1[CH:7]=[C:6]([C:8]([OH:10])=O)[C:5]([CH3:11])=[N:4]1)[CH3:2].O1CCCC1.S(Cl)(Cl)=O.[NH2:21][C:22]1[CH:23]=[C:24]([CH:41]=[CH:42][C:43]=1[F:44])[O:25][C:26]1[CH:27]=[CH:28][C:29]2[N:30]([N:32]=[C:33]([NH:35][C:36]([CH:38]3[CH2:40][CH2:39]3)=[O:37])[N:34]=2)[CH:31]=1. The catalyst is CN(C)C=O.CN(C)C(=O)C. The product is [CH:38]1([C:36]([NH:35][C:33]2[N:34]=[C:29]3[CH:28]=[CH:27][C:26]([O:25][C:24]4[CH:41]=[CH:42][C:43]([F:44])=[C:22]([NH:21][C:8]([C:6]5[C:5]([CH3:11])=[N:4][N:3]([CH2:1][CH3:2])[CH:7]=5)=[O:10])[CH:23]=4)=[CH:31][N:30]3[N:32]=2)=[O:37])[CH2:39][CH2:40]1. The yield is 0.360. (2) The reactants are [CH2:1]1[C:3]([NH2:7])([C:4]([OH:6])=[O:5])[CH2:2]1.[C:8]([O:16][CH2:17][CH2:18][O:19][C:20](ON1C(=O)CCC1=O)=[O:21])(=[O:15])[C:9]1[CH:14]=[CH:13][CH:12]=[CH:11][CH:10]=1. No catalyst specified. The product is [C:9]1([C:8]([O:16][CH2:17][CH2:18][O:19][C:20]([NH:7][C:3]2([C:4]([OH:6])=[O:5])[CH2:2][CH2:1]2)=[O:21])=[O:15])[CH:10]=[CH:11][CH:12]=[CH:13][CH:14]=1. The yield is 0.350. (3) The reactants are [C:1]([C:5]1[CH:6]=[C:7]([NH:18][C:19]([NH:21][C@@H:22]2[C:31]3[C:26](=[CH:27][CH:28]=[CH:29][CH:30]=3)[C@H:25]([O:32][C:33]3[CH:34]=[CH:35][C:36]4[N:37]([C:39]([N:42]5[CH2:47][CH2:46][CH2:45][CH2:44][CH2:43]5)=[N:40][N:41]=4)[CH:38]=3)[CH2:24][CH2:23]2)=[O:20])[N:8]([C:10]2[CH:15]=[CH:14][C:13]([CH2:16]Cl)=[CH:12][CH:11]=2)[N:9]=1)([CH3:4])([CH3:3])[CH3:2].CCN(C(C)C)C(C)C.[CH3:57][N:58]1[CH2:63][CH2:62][NH:61][CH2:60][CH2:59]1. The catalyst is C1COCC1. The yield is 0.0700. The product is [C:1]([C:5]1[CH:6]=[C:7]([NH:18][C:19]([NH:21][C@@H:22]2[C:31]3[C:26](=[CH:27][CH:28]=[CH:29][CH:30]=3)[C@H:25]([O:32][C:33]3[CH:34]=[CH:35][C:36]4[N:37]([C:39]([N:42]5[CH2:47][CH2:46][CH2:45][CH2:44][CH2:43]5)=[N:40][N:41]=4)[CH:38]=3)[CH2:24][CH2:23]2)=[O:20])[N:8]([C:10]2[CH:15]=[CH:14][C:13]([CH2:16][N:61]3[CH2:62][CH2:63][N:58]([CH3:57])[CH2:59][CH2:60]3)=[CH:12][CH:11]=2)[N:9]=1)([CH3:4])([CH3:3])[CH3:2]. (4) The reactants are [F:1][CH:2]([F:11])[C:3]1[C:7]([CH:8]=[O:9])=[CH:6][N:5]([CH3:10])[N:4]=1.[OH-:12].[Na+].OO. The catalyst is O. The product is [F:11][CH:2]([F:1])[C:3]1[C:7]([C:8]([OH:12])=[O:9])=[CH:6][N:5]([CH3:10])[N:4]=1. The yield is 0.830. (5) The yield is 0.410. The reactants are [Cl:1][C:2]1[CH:7]=[CH:6][C:5]([N:8]2[CH2:14][CH2:13][CH2:12][NH:11][CH2:10][CH2:9]2)=[CH:4][CH:3]=1.[C:15]([O:19][C:20]([N:22]1[CH2:27][CH:26]2[CH:24]([O:25]2)[CH2:23]1)=[O:21])([CH3:18])([CH3:17])[CH3:16].FC(F)(F)S([O-])(=O)=O.[Ca+2].FC(F)(F)S([O-])(=O)=O. The catalyst is C(#N)C. The product is [C:15]([O:19][C:20]([N:22]1[CH2:23][C@@H:24]([OH:25])[C@H:26]([N:11]2[CH2:12][CH2:13][CH2:14][N:8]([C:5]3[CH:4]=[CH:3][C:2]([Cl:1])=[CH:7][CH:6]=3)[CH2:9][CH2:10]2)[CH2:27]1)=[O:21])([CH3:18])([CH3:16])[CH3:17]. (6) The catalyst is CN(C=O)C. The yield is 0.680. The product is [CH3:22][C:23]1([CH3:31])[O:27][C@@H:26]([CH2:28][O:29][NH:30][C:19]([C:18]2[C:10]([NH:9][C:3]3[CH:4]=[CH:5][C:6]([I:8])=[CH:7][C:2]=3[F:1])=[C:11]3[C:15](=[CH:16][CH:17]=2)[NH:14][N:13]=[CH:12]3)=[O:20])[CH2:25][O:24]1. The reactants are [F:1][C:2]1[CH:7]=[C:6]([I:8])[CH:5]=[CH:4][C:3]=1[NH:9][C:10]1[C:18]([C:19](O)=[O:20])=[CH:17][CH:16]=[C:15]2[C:11]=1[CH:12]=[N:13][NH:14]2.[CH3:22][C:23]1([CH3:31])[O:27][C@@H:26]([CH2:28][O:29][NH2:30])[CH2:25][O:24]1.CCN=C=NCCCN(C)C.C1C=CC2N(O)N=NC=2C=1.CCN(C(C)C)C(C)C.